From a dataset of Catalyst prediction with 721,799 reactions and 888 catalyst types from USPTO. Predict which catalyst facilitates the given reaction. (1) Reactant: [CH2:1]([O:8][C:9]1[CH:14]=[CH:13][C:12]([CH2:15][CH2:16][NH:17][CH2:18][CH:19]2[CH2:21][CH2:20]2)=[CH:11][C:10]=1[O:22][CH3:23])[C:2]1[CH:7]=[CH:6][CH:5]=[CH:4][CH:3]=1.C(N(CC)CC)C.Cl[CH2:32][C:33]([NH:35][CH3:36])=[O:34]. Product: [CH2:1]([O:8][C:9]1[CH:14]=[CH:13][C:12]([CH2:15][CH2:16][N:17]([CH2:18][CH:19]2[CH2:21][CH2:20]2)[CH2:32][C:33]([NH:35][CH3:36])=[O:34])=[CH:11][C:10]=1[O:22][CH3:23])[C:2]1[CH:7]=[CH:6][CH:5]=[CH:4][CH:3]=1. The catalyst class is: 9. (2) Reactant: [C:1]([C:5]1[N:9]([CH2:10][CH:11]2[CH2:16][CH2:15][C:14]([F:18])([F:17])[CH2:13][CH2:12]2)[C:8]2[CH:19]=[CH:20][C:21]([NH:23][C:24](=O)OC)=[CH:22][C:7]=2[N:6]=1)([CH3:4])([CH3:3])[CH3:2].Cl.CCOCC.[H-].[H-].[H-].[H-].[Li+].[Al+3]. Product: [C:1]([C:5]1[N:9]([CH2:10][CH:11]2[CH2:16][CH2:15][C:14]([F:17])([F:18])[CH2:13][CH2:12]2)[C:8]2[CH:19]=[CH:20][C:21]([NH:23][CH3:24])=[CH:22][C:7]=2[N:6]=1)([CH3:4])([CH3:2])[CH3:3]. The catalyst class is: 1. (3) Reactant: O.NN.[Br:4][C:5]1[C:6]([C:26]#[N:27])=[N:7][N:8]([CH2:23][CH2:24][CH3:25])[C:9]=1[CH2:10][CH2:11][N:12]1[C:20](=[O:21])C2C(=CC=CC=2)C1=O.C(OC([O:30][C:31]([CH3:34])([CH3:33])[CH3:32])=O)([O:30][C:31]([CH3:34])([CH3:33])[CH3:32])=O. Product: [Br:4][C:5]1[C:6]([C:26]#[N:27])=[N:7][N:8]([CH2:23][CH2:24][CH3:25])[C:9]=1[CH2:10][CH2:11][NH:12][C:20](=[O:21])[O:30][C:31]([CH3:34])([CH3:33])[CH3:32]. The catalyst class is: 8. (4) Reactant: [NH:1]1[CH:5]=[CH:4][N:3]=[C:2]1[CH:6]=O.[CH3:8][NH:9][CH3:10].[BH4-].[Na+]. The catalyst class is: 5. Product: [NH:1]1[CH:5]=[CH:4][N:3]=[C:2]1[CH2:6][N:9]([CH3:10])[CH3:8]. (5) The catalyst class is: 11. Reactant: Br[C:2]1[CH:7]=[CH:6][C:5]([C:8]2[N:13]=[C:12]3[N:14]([CH2:27][O:28][CH2:29][CH2:30][Si:31]([CH3:34])([CH3:33])[CH3:32])[C:15]([O:17][C@H:18]4[C@H:22]5[O:23][CH2:24][C@@H:25]([OH:26])[C@H:21]5[O:20][CH2:19]4)=[N:16][C:11]3=[CH:10][C:9]=2[Cl:35])=[CH:4][CH:3]=1.FC(F)(F)C(O)=O.[C:43]([N:46]=[S:47]1(=[O:53])[CH2:52][CH2:51][NH:50][CH2:49][CH2:48]1)(=[O:45])[CH3:44].CC(C)([O-])C.[Na+].C(O)(C)(C)C.[Na]. Product: [Cl:35][C:9]1[CH:10]=[C:11]2[N:16]=[C:15]([O:17][C@H:18]3[C@H:22]4[O:23][CH2:24][C@@H:25]([OH:26])[C@H:21]4[O:20][CH2:19]3)[N:14]([CH2:27][O:28][CH2:29][CH2:30][Si:31]([CH3:34])([CH3:33])[CH3:32])[C:12]2=[N:13][C:8]=1[C:5]1[CH:6]=[CH:7][C:2]([N:50]2[CH2:51][CH2:52][S:47](=[N:46][C:43](=[O:45])[CH3:44])(=[O:53])[CH2:48][CH2:49]2)=[CH:3][CH:4]=1. (6) Reactant: [H-].[Na+].[O:3]1[CH2:7][CH2:6][NH:5][C:4]1=[O:8].[CH:9]1([C:12]2[C:13]([N:21]3[CH2:26][CH2:25][N:24]([C:27]([C:29]4[CH:30]=[N:31][C:32](F)=[CH:33][C:34]=4[CH3:35])=[O:28])[CH2:23][CH2:22]3)=[N:14][CH:15]=[C:16]([CH:18]3[CH2:20][CH2:19]3)[CH:17]=2)[CH2:11][CH2:10]1.O. Product: [CH:9]1([C:12]2[C:13]([N:21]3[CH2:22][CH2:23][N:24]([C:27]([C:29]4[C:34]([CH3:35])=[CH:33][C:32]([N:5]5[CH2:6][CH2:7][O:3][C:4]5=[O:8])=[N:31][CH:30]=4)=[O:28])[CH2:25][CH2:26]3)=[N:14][CH:15]=[C:16]([CH:18]3[CH2:20][CH2:19]3)[CH:17]=2)[CH2:10][CH2:11]1. The catalyst class is: 9. (7) Reactant: CN1CCOCC1.[ClH:8].[NH2:9][C:10]([CH3:15])([CH3:14])[C:11]([NH2:13])=[O:12].F[P-](F)(F)(F)(F)F.N1(OC(N(C)C)=[N+](C)C)C2C=CC=CC=2N=N1.C(OC([N:47]1[C@@H:51]([CH2:52][C@@H:53]([CH:69]([CH3:71])[CH3:70])[CH2:54][C:55]2[CH:60]=[CH:59][C:58]([O:61][CH3:62])=[C:57]([O:63][CH2:64][CH2:65][CH2:66][O:67][CH3:68])[CH:56]=2)[C@H:50]([CH2:72][C@H:73]([C:77](O)=[O:78])[CH:74]([CH3:76])[CH3:75])[O:49]C1(C)C)=O)(C)(C)C. Product: [ClH:8].[C:11]([C:10]([NH:9][C:77](=[O:78])[C@H:73]([CH:74]([CH3:76])[CH3:75])[CH2:72][C@H:50]([OH:49])[C@@H:51]([NH2:47])[CH2:52][C@@H:53]([CH:69]([CH3:71])[CH3:70])[CH2:54][C:55]1[CH:60]=[CH:59][C:58]([O:61][CH3:62])=[C:57]([O:63][CH2:64][CH2:65][CH2:66][O:67][CH3:68])[CH:56]=1)([CH3:15])[CH3:14])(=[O:12])[NH2:13]. The catalyst class is: 9. (8) Reactant: [C:1]([C:5]1[N:10]=[C:9]2[NH:11][N:12]=[CH:13][C:8]2=[C:7]([N:14]2[CH2:18][CH2:17][C@H:16]([O:19][Si:20]([C:23]([CH3:26])([CH3:25])[CH3:24])([CH3:22])[CH3:21])[CH2:15]2)[N:6]=1)([CH3:4])([CH3:3])[CH3:2].Cl[CH2:28][C:29]1[C:33]([CH3:34])=[N:32][O:31][N:30]=1.CC(C)([O-])C.[K+]. Product: [C:1]([C:5]1[N:10]=[C:9]2[N:11]([CH2:28][C:29]3[C:33]([CH3:34])=[N:32][O:31][N:30]=3)[N:12]=[CH:13][C:8]2=[C:7]([N:14]2[CH2:18][CH2:17][C@H:16]([O:19][Si:20]([C:23]([CH3:26])([CH3:25])[CH3:24])([CH3:21])[CH3:22])[CH2:15]2)[N:6]=1)([CH3:4])([CH3:2])[CH3:3]. The catalyst class is: 44. (9) Reactant: [OH:1]O.[Br:3][C:4]1[C:12]([CH3:13])=[C:11]2[C:7]([C:8](=[O:15])C(=O)[NH:10]2)=[CH:6][CH:5]=1.[OH-].[Na+]. Product: [NH2:10][C:11]1[C:12]([CH3:13])=[C:4]([Br:3])[CH:5]=[CH:6][C:7]=1[C:8]([OH:15])=[O:1]. The catalyst class is: 6. (10) Reactant: [N+:1]([C:4]1[CH:5]=[C:6]([C:10]2[CH:18]=[C:17]3[C:13]([CH:14]=[CH:15][NH:16]3)=[CH:12][CH:11]=2)[CH:7]=[CH:8][CH:9]=1)([O-:3])=[O:2].[Cl:19][C:20]1[CH:25]=[C:24](Cl)[N:23]=[CH:22][N:21]=1.[H-].[Na+]. Product: [Cl:19][C:20]1[N:21]=[CH:22][N:23]=[C:24]([N:16]2[C:17]3[C:13](=[CH:12][CH:11]=[C:10]([C:6]4[CH:7]=[CH:8][CH:9]=[C:4]([N+:1]([O-:3])=[O:2])[CH:5]=4)[CH:18]=3)[CH:14]=[CH:15]2)[CH:25]=1. The catalyst class is: 3.